Dataset: Reaction yield outcomes from USPTO patents with 853,638 reactions. Task: Predict the reaction yield, written as a fraction of the theoretical maximum amount of product (1.0 means a 100% yield; for example, 0.34 means a 34% yield). (1) The reactants are [Cl:1][C:2]1[S:3][C:4]([CH:16]2[O:20][CH2:19][CH2:18][O:17]2)=[CH:5][C:6]=1[CH:7]([C:9]1[CH:14]=[CH:13][CH:12]=[C:11]([Cl:15])[CH:10]=1)[OH:8].[H-].[Na+].[CH3:23]I. The catalyst is C1COCC1. The product is [Cl:1][C:2]1[S:3][C:4]([CH:16]2[O:20][CH2:19][CH2:18][O:17]2)=[CH:5][C:6]=1[CH:7]([C:9]1[CH:14]=[CH:13][CH:12]=[C:11]([Cl:15])[CH:10]=1)[O:8][CH3:23]. The yield is 0.790. (2) The reactants are C1[O:6][CH:2]1[C:3](=[CH2:5])[CH3:4].[CH3:7]N(C=O)C.[SH:12][C:13]1[S:14][C:15]2[CH:21]=[CH:20][CH:19]=[CH:18][C:16]=2[N:17]=1.Cl. The catalyst is C(Cl)Cl.[Cu]I.CCOC(C)=O.CCCCCC. The product is [S:14]1[C:15]2[CH:21]=[CH:20][CH:19]=[CH:18][C:16]=2[N:17]=[C:13]1[S:12][CH2:7]/[CH:5]=[C:3](\[CH3:4])/[CH2:2][OH:6]. The yield is 0.0900. (3) The reactants are CS(OCC[C:8]1[CH:17]=[CH:16][CH:15]=[C:14]2[C:9]=1[CH:10]=[N:11][C:12]([CH3:18])=[N:13]2)(=O)=O.Cl.[N+:20]([C:23]1[CH:24]=[C:25]([CH:33]=[CH:34][CH:35]=1)[CH:26]=[C:27]1[CH2:32][CH2:31][NH:30][CH2:29][CH2:28]1)([O-:22])=[O:21].[C:36](=[O:39])([O-])[O-].[K+].[K+].[CH3:42]N(C)C=O. No catalyst specified. The product is [CH3:18][C:12]1[N:11]=[CH:10][C:9]2[C:14](=[CH:15][CH:16]=[CH:17][C:8]=2[O:39][CH2:36][CH2:42][N:30]2[CH2:31][CH2:32][C:27](=[CH:26][C:25]3[CH:24]=[C:23]([N+:20]([O-:22])=[O:21])[CH:35]=[CH:34][CH:33]=3)[CH2:28][CH2:29]2)[N:13]=1. The yield is 0.420. (4) The reactants are [Cl-].O[NH3+:3].[C:4](=[O:7])([O-])[OH:5].[Na+].CS(C)=O.[CH2:13]([C:17]1[N:18]=[C:19]([CH3:45])[N:20]([C:39]2[CH:40]=[N:41][CH:42]=[CH:43][CH:44]=2)[C:21](=[O:38])[C:22]=1[CH2:23][C:24]1[CH:29]=[CH:28][C:27]([C:30]2[C:31]([C:36]#[N:37])=[CH:32][CH:33]=[CH:34][CH:35]=2)=[CH:26][CH:25]=1)[CH2:14][CH2:15][CH3:16]. The catalyst is O.C(OCC)(=O)C. The product is [CH2:13]([C:17]1[N:18]=[C:19]([CH3:45])[N:20]([C:39]2[CH:40]=[N:41][CH:42]=[CH:43][CH:44]=2)[C:21](=[O:38])[C:22]=1[CH2:23][C:24]1[CH:25]=[CH:26][C:27]([C:30]2[CH:35]=[CH:34][CH:33]=[CH:32][C:31]=2[C:36]2[NH:3][C:4](=[O:7])[O:5][N:37]=2)=[CH:28][CH:29]=1)[CH2:14][CH2:15][CH3:16]. The yield is 0.340. (5) The reactants are [H-].[Na+].Br[CH2:4][C:5]1[CH:15]=[CH:14][C:8]([C:9]([O:11][CH2:12][CH3:13])=[O:10])=[CH:7][CH:6]=1.C(OP(OCC)OCC)C.[CH:26](=O)[C:27]1[O:31][CH:30]=[CH:29][CH:28]=1. The catalyst is O1CCCC1. The product is [CH2:12]([O:11][C:9](=[O:10])[C:8]1[CH:14]=[CH:15][C:5](/[CH:4]=[CH:26]/[C:27]2[O:31][CH:30]=[CH:29][CH:28]=2)=[CH:6][CH:7]=1)[CH3:13]. The yield is 0.420. (6) The reactants are [CH2:1]([N:3]([CH2:18][CH3:19])[CH2:4][CH2:5][O:6][C:7]1[CH:12]=[CH:11][C:10]([C:13](=[O:17])[CH2:14][CH2:15][CH3:16])=[CH:9][CH:8]=1)[CH3:2].Cl.ClCCN1CCCC1. No catalyst specified. The product is [N:3]1([CH2:4][CH2:5][O:6][C:7]2[CH:8]=[CH:9][C:10]([C:13](=[O:17])[CH2:14][CH2:15][CH3:16])=[CH:11][CH:12]=2)[CH2:1][CH2:2][CH2:19][CH2:18]1. The yield is 0.870. (7) The reactants are [CH3:1][C:2]1[CH:11]=[C:10]2[C:5]([CH2:6][CH2:7][CH2:8][NH:9]2)=[CH:4][CH:3]=1.C(=O)([O-])[O-].[K+].[K+].[CH:18](I)([CH3:20])[CH3:19]. The catalyst is CN(C)C=O. The product is [CH:18]([N:9]1[C:10]2[C:5](=[CH:4][CH:3]=[C:2]([CH3:1])[CH:11]=2)[CH2:6][CH2:7][CH2:8]1)([CH3:20])[CH3:19]. The yield is 0.820. (8) The reactants are C[N:2](C)[CH:3]=[CH:4][C:5]([C:7]1[C:12](=[O:13])[CH:11]=[CH:10][N:9]([C:14]2[CH:19]=[CH:18][CH:17]=[C:16]([C:20]([F:23])([F:22])[F:21])[CH:15]=2)[N:8]=1)=O.Cl.[Cl:26][C:27]1[CH:32]=[CH:31][C:30]([NH:33]N)=[CH:29][CH:28]=1.CCN(CC)CC. The catalyst is C(O)C. The product is [Cl:26][C:27]1[CH:32]=[CH:31][C:30]([N:33]2[C:5]([C:7]3[C:12](=[O:13])[CH:11]=[CH:10][N:9]([C:14]4[CH:19]=[CH:18][CH:17]=[C:16]([C:20]([F:23])([F:22])[F:21])[CH:15]=4)[N:8]=3)=[CH:4][CH:3]=[N:2]2)=[CH:29][CH:28]=1. The yield is 0.300. (9) The reactants are [Cl:1][C:2]1[CH:7]=[CH:6][C:5](B(O)O)=[CH:4][CH:3]=1.Cl[C:12]1[C:17]([CH2:18][OH:19])=[CH:16][CH:15]=[CH:14][N:13]=1.C(=O)(O)[O-].[Na+].O1CCOCC1. The product is [Cl:1][C:2]1[CH:7]=[CH:6][C:5]([C:12]2[C:17]([CH2:18][OH:19])=[CH:16][CH:15]=[CH:14][N:13]=2)=[CH:4][CH:3]=1. The yield is 0.650. The catalyst is O.C1C=CC(P(C2C=CC=CC=2)[C-]2C=CC=C2)=CC=1.C1C=CC(P(C2C=CC=CC=2)[C-]2C=CC=C2)=CC=1.Cl[Pd]Cl.[Fe+2].